From a dataset of Catalyst prediction with 721,799 reactions and 888 catalyst types from USPTO. Predict which catalyst facilitates the given reaction. (1) Product: [F:1][C:2]1[CH:17]=[CH:16][CH:15]=[C:14]([F:18])[C:3]=1[NH:4][C:5]1[C:6]([NH2:11])=[CH:7][CH:8]=[CH:9][CH:10]=1. Reactant: [F:1][C:2]1[CH:17]=[CH:16][CH:15]=[C:14]([F:18])[C:3]=1[NH:4][C:5]1[CH:10]=[CH:9][CH:8]=[CH:7][C:6]=1[N+:11]([O-])=O. The catalyst class is: 171. (2) The catalyst class is: 5. Reactant: [K+].[Br-].[CH3:3][C:4]1[S:8][CH:7]=[C:6](/[CH:9]=[C:10](/[C@H:12]2[O:29][C:27](=[O:28])[CH2:26][C@H:25]([OH:30])[C:24]([CH3:32])([CH3:31])[C:22](=[O:23])[C@H:21]([CH3:33])[C@@H:20]([OH:34])[CH2:19][CH2:18][CH2:17][CH2:16][CH:15]=[CH:14][CH2:13]2)\C)[N:5]=1.[CH3:35]C1OC=C(/C=C(/[C@H]2OC(=O)C[C@H](O)C(C)(C)C(=O)[C@H](C)[C@@H](O)[C@@H](C)CCC[C@H]3O[C@H]3C2)\C)N=1.CC1SC=C(/C=C(/[C@H]2OC(=O)C[C@H](O)[C@H](C)C(=O)[C@H](C)[C@@H](O)[C@@H](C)CCCC=CC2)\C)N=1. Product: [CH3:3][C:4]1[S:8][CH:7]=[C:6](/[CH:9]=[CH:10]/[C@H:12]2[O:29][C:27](=[O:28])[CH2:26][C@H:25]([OH:30])[C:24]([CH3:32])([CH3:31])[C:22](=[O:23])[C@H:21]([CH3:33])[C@@H:20]([OH:34])[C@@H:19]([CH3:35])[CH2:18][CH2:17][CH2:16][CH:15]=[CH:14][CH2:13]2)[N:5]=1.